This data is from Retrosynthesis with 50K atom-mapped reactions and 10 reaction types from USPTO. The task is: Predict the reactants needed to synthesize the given product. (1) The reactants are: COc1cc(CN(C)C)cc2[nH]c(=O)c3c(c12)NCCC3. Given the product CN(C)Cc1cc(O)c2c3c(c(=O)[nH]c2c1)CCCN3, predict the reactants needed to synthesize it. (2) Given the product CC(C)S(=O)(=O)c1ccccc1Nc1nc(N)ncc1Cl, predict the reactants needed to synthesize it. The reactants are: CC(C)S(=O)(=O)c1ccccc1Nc1nc(Cl)ncc1Cl.N.